This data is from Full USPTO retrosynthesis dataset with 1.9M reactions from patents (1976-2016). The task is: Predict the reactants needed to synthesize the given product. (1) Given the product [NH2:15][C:16]1[N:20]([C:21]2[CH:22]=[C:23]([CH:29]=[CH:30][C:31]=2[CH3:32])[C:24]([OH:25])=[O:7])[N:19]=[CH:18][C:17]=1[C:33](=[O:41])[C:34]1[CH:39]=[CH:38][CH:37]=[CH:36][CH:35]=1, predict the reactants needed to synthesize it. The reactants are: N(C1C=C(C=CC=1C)C(NOC)=[O:7])N.[NH2:15][C:16]1[N:20]([C:21]2[CH:22]=[C:23]([CH:29]=[CH:30][C:31]=2[CH3:32])[C:24](NOC)=[O:25])[N:19]=[CH:18][C:17]=1[C:33](=[O:41])[C:34]1[CH:39]=[CH:38][CH:37]=[C:36](I)[CH:35]=1.C(N(CC)CC)C. (2) The reactants are: [CH2:1]1[CH2:5]O[CH2:3][CH2:2]1.Br[C:7]1[C:8]([CH3:22])=[C:9]([C:15]2[CH:20]=[CH:19][CH:18]=[CH:17][C:16]=2[CH3:21])[C:10]([CH3:14])=[CH:11][C:12]=1[CH3:13].Cl[P:24]([CH:31]1[CH2:36][CH2:35][CH2:34][CH2:33][CH2:32]1)[CH:25]1[CH2:30][CH2:29][CH2:28][CH2:27][CH2:26]1.[NH4+].[OH-].[C:39](OCC)(=O)[CH3:40]. Given the product [CH:1]1([P:24]([CH:31]2[CH2:36][CH2:35][CH2:34][CH2:33][CH2:32]2)[C:25]2[CH:30]=[CH:29][CH:28]=[CH:27][C:26]=2[C:7]2[C:12]([CH3:13])=[CH:11][C:10]([CH3:14])=[C:9]([C:15]3[CH:20]=[CH:19][CH:18]=[CH:17][C:16]=3[CH3:21])[C:8]=2[CH3:22])[CH2:5][CH2:40][CH2:39][CH2:3][CH2:2]1, predict the reactants needed to synthesize it. (3) Given the product [O:25]=[C:23]1[NH:22][CH2:21][C:16]2[C:17](=[CH:18][CH:19]=[C:14]([N:11]3[CH2:12][CH2:13][N:8]([C:6]([O:5][C:1]([CH3:3])([CH3:2])[CH3:4])=[O:7])[CH2:9][CH2:10]3)[CH:15]=2)[NH:20]1, predict the reactants needed to synthesize it. The reactants are: [C:1]([O:5][C:6]([N:8]1[CH2:13][CH2:12][N:11]([C:14]2[CH:19]=[CH:18][C:17]([NH2:20])=[C:16]([CH2:21][NH:22][C:23](=[O:25])C)[CH:15]=2)[CH2:10][CH2:9]1)=[O:7])([CH3:4])([CH3:3])[CH3:2].NC1C=CC(N2CCN(C(OC(C)(C)C)=O)CC2)=CC=1CN.C1N=CN(C(N2C=NC=C2)=O)C=1. (4) Given the product [CH3:30][O:11][C:10](=[O:12])[CH:9]([NH:8][C:6]([O:5][C:1]([CH3:4])([CH3:2])[CH3:3])=[O:7])[CH2:13][C:14]1[CH:19]=[CH:18][C:17]([O:20][C:21]2[CH:22]=[CH:23][C:24]([N+:27]([O-:29])=[O:28])=[CH:25][CH:26]=2)=[CH:16][CH:15]=1, predict the reactants needed to synthesize it. The reactants are: [C:1]([O:5][C:6]([NH:8][CH:9]([CH2:13][C:14]1[CH:19]=[CH:18][C:17]([O:20][C:21]2[CH:26]=[CH:25][C:24]([N+:27]([O-:29])=[O:28])=[CH:23][CH:22]=2)=[CH:16][CH:15]=1)[C:10]([OH:12])=[O:11])=[O:7])([CH3:4])([CH3:3])[CH3:2].[C:30](=O)(O)[O-].[Na+].IC. (5) Given the product [CH2:19]([N:17]1[N:16]=[N:15][C:14]([CH:11]2[CH2:12][CH2:13][NH:8][CH2:9][CH2:10]2)=[N:18]1)[C:20]1[CH:21]=[CH:22][CH:23]=[CH:24][CH:25]=1, predict the reactants needed to synthesize it. The reactants are: C(OC([N:8]1[CH2:13][CH2:12][CH:11]([C:14]2[N:15]=[N:16][N:17]([CH2:19][C:20]3[CH:25]=[CH:24][CH:23]=[CH:22][CH:21]=3)[N:18]=2)[CH2:10][CH2:9]1)=O)(C)(C)C.C(Cl)Cl.C(O)(C(F)(F)F)=O. (6) Given the product [SH:18][C:6]1[N:7]=[C:8]([N:12]2[CH2:13][CH2:14][S:30][CH2:16][CH2:17]2)[C:9]2[CH2:10][CH2:11][C:2]([CH3:26])([CH3:1])[CH2:3][C:4]=2[C:5]=1[C:20]#[N:21], predict the reactants needed to synthesize it. The reactants are: [CH3:1][C:2]1([CH3:26])[CH2:11][CH2:10][C:9]2[C:8]([N:12]3[CH2:17][CH2:16]O[CH2:14][CH2:13]3)=[N:7][C:6]3[S:18]C4C(=O)NC=[N:21][C:20]=4[C:5]=3[C:4]=2[CH2:3]1.N1CC[S:30]CC1. (7) Given the product [CH:13]([C:14]1[CH:15]=[C:16]([NH:21][C:22](=[O:28])[O:23][C:24]([CH3:26])([CH3:25])[CH3:27])[CH:17]=[C:18]([CH3:20])[CH:19]=1)=[O:12], predict the reactants needed to synthesize it. The reactants are: C1C=C[NH+]=CC=1.[O-][Cr](Cl)(=O)=O.[OH:12][CH2:13][C:14]1[CH:15]=[C:16]([NH:21][C:22](=[O:28])[O:23][C:24]([CH3:27])([CH3:26])[CH3:25])[CH:17]=[C:18]([CH3:20])[CH:19]=1.